This data is from Full USPTO retrosynthesis dataset with 1.9M reactions from patents (1976-2016). The task is: Predict the reactants needed to synthesize the given product. (1) Given the product [CH3:1][O:2][C:3]([C:5]1[C:10]([Cl:11])=[C:9]([NH:12][CH2:13][C:14]2[O:15][CH:16]=[CH:17][CH:18]=2)[CH:8]=[C:7]([CH:20]2[CH2:22][CH2:21]2)[N:6]=1)=[O:4].[CH3:1][O:2][C:3]([C:5]1[C:10]([CH:56]2[CH2:57][CH2:52]2)=[C:9]([NH:12][CH2:13][C:14]2[O:15][CH:16]=[CH:17][CH:18]=2)[CH:8]=[C:7]([Cl:19])[N:6]=1)=[O:4], predict the reactants needed to synthesize it. The reactants are: [CH3:1][O:2][C:3]([C:5]1[C:10]([Cl:11])=[C:9]([NH:12][CH2:13][C:14]2[O:15][CH:16]=[CH:17][CH:18]=2)[CH:8]=[C:7]([Cl:19])[N:6]=1)=[O:4].[CH:20]1(B(O)O)[CH2:22][CH2:21]1.P([O-])([O-])([O-])=O.[K+].[K+].[K+].F[B-](F)(F)F.C1(P([CH:52]2[CH2:57][CH2:56]CCC2)C2CCCCC2)CCCCC1. (2) Given the product [O:6]=[C:2]([CH3:1])[CH2:7][CH2:8][CH2:9][CH2:10][N:11]1[CH:15]=[C:14]([NH:16][C:23]([C:21]2[N:22]=[C:18]([CH3:17])[S:19][C:20]=2[C:26]2[CH:27]=[CH:28][CH:29]=[CH:30][CH:31]=2)=[O:24])[CH:13]=[N:12]1, predict the reactants needed to synthesize it. The reactants are: [CH3:1][C:2]1([CH2:7][CH2:8][CH2:9][CH2:10][N:11]2[CH:15]=[C:14]([NH2:16])[CH:13]=[N:12]2)[O:6]CCO1.[CH3:17][C:18]1[S:19][C:20]([C:26]2[CH:31]=[CH:30][CH:29]=[CH:28][CH:27]=2)=[C:21]([C:23](O)=[O:24])[N:22]=1. (3) Given the product [S:29]1[CH:33]=[CH:32][CH:31]=[C:30]1[CH2:34][CH2:35][O:36][C:6]([C:8]1[CH:9]=[C:10]([C:18]2[N:19]=[C:20]([C:23]3[CH:28]=[CH:27][N:26]=[CH:25][CH:24]=3)[S:21][CH:22]=2)[C:11](=[O:17])[NH:12][C:13]=1[CH:14]([CH3:16])[CH3:15])=[O:7], predict the reactants needed to synthesize it. The reactants are: N1([C:6]([C:8]2[CH:9]=[C:10]([C:18]3[N:19]=[C:20]([C:23]4[CH:28]=[CH:27][N:26]=[CH:25][CH:24]=4)[S:21][CH:22]=3)[C:11](=[O:17])[NH:12][C:13]=2[CH:14]([CH3:16])[CH3:15])=[O:7])C=CN=C1.[S:29]1[CH:33]=[CH:32][CH:31]=[C:30]1[CH2:34][CH2:35][OH:36]. (4) The reactants are: C1(C)C=CC=CC=1.[F:8][C:9]1[CH:37]=[CH:36][C:12]([NH:13][C:14]2[CH:26]=[C:25](B3OC(C)(C)C(C)(C)O3)[CH:24]=[CH:23][C:15]=2[C:16]([O:18][C:19]([CH3:22])([CH3:21])[CH3:20])=[O:17])=[CH:11][CH:10]=1.Br[C:39]1[CH:47]=[CH:46][CH:45]=[C:44]2[C:40]=1[CH:41]=[CH:42][NH:43]2.C(=O)([O-])O.[Na+]. Given the product [F:8][C:9]1[CH:37]=[CH:36][C:12]([NH:13][C:14]2[CH:26]=[C:25]([C:39]3[CH:47]=[CH:46][CH:45]=[C:44]4[C:40]=3[CH:41]=[CH:42][NH:43]4)[CH:24]=[CH:23][C:15]=2[C:16]([O:18][C:19]([CH3:21])([CH3:20])[CH3:22])=[O:17])=[CH:11][CH:10]=1, predict the reactants needed to synthesize it. (5) Given the product [Cl:35][C:10]1[C:9]([C:27]#[N:28])=[CH:8][N:7]=[CH:12][C:11]=1[C:13]1[CH:18]=[CH:17][C:16]([O:19][CH2:20][CH2:21][O:22][CH3:23])=[C:15]([O:24][CH3:25])[CH:14]=1, predict the reactants needed to synthesize it. The reactants are: COC1C=C(C=CC=1OC)C[N:7]1[CH:12]=[C:11]([C:13]2[CH:18]=[CH:17][C:16]([O:19][CH2:20][CH2:21][O:22][CH3:23])=[C:15]([O:24][CH3:25])[CH:14]=2)[C:10](=O)[C:9]([C:27]#[N:28])=[CH:8]1.[Li+].[Cl-:35]. (6) Given the product [OH:13][CH2:14][C:15]1[O:16][C:17]2[CH:23]=[C:22]([C:24]([NH:1][C:2]3[CH:7]=[CH:6][C:5]([CH3:8])=[CH:4][N:3]=3)=[O:25])[CH:21]=[C:20]([O:29][C:30]3[CH:31]=[CH:32][C:33]([S:36]([CH3:39])(=[O:38])=[O:37])=[CH:34][CH:35]=3)[C:18]=2[CH:19]=1, predict the reactants needed to synthesize it. The reactants are: [NH2:1][C:2]1[CH:7]=[CH:6][C:5]([CH3:8])=[CH:4][N:3]=1.[Cl-].C[Al+]C.[OH:13][CH2:14][C:15]1[O:16][C:17]2[CH:23]=[C:22]([C:24](OCC)=[O:25])[CH:21]=[C:20]([O:29][C:30]3[CH:35]=[CH:34][C:33]([S:36]([CH3:39])(=[O:38])=[O:37])=[CH:32][CH:31]=3)[C:18]=2[CH:19]=1. (7) Given the product [CH3:42][NH:43][C:11]([C:6]1[C:5]2[C:4]3([C:31]4[C:22](=[CH:23][C:24]5[O:29][CH2:28][CH2:27][O:26][C:25]=5[CH:30]=4)[O:21][CH2:20]3)[C:3](=[O:32])[N:2]([CH3:1])[C:10]=2[CH:9]=[CH:8][CH:7]=1)=[O:12], predict the reactants needed to synthesize it. The reactants are: [CH3:1][N:2]1[C:10]2[CH:9]=[CH:8][CH:7]=[C:6]([C:11](OC3C=CC=CC=3)=[O:12])[C:5]=2[C:4]2([C:31]3[C:22](=[CH:23][C:24]4[O:29][CH2:28][CH2:27][O:26][C:25]=4[CH:30]=3)[O:21][CH2:20]2)[C:3]1=[O:32].Cl.CN.C(=O)([O-])[O-].[K+].[K+].[CH3:42][N:43](C)C=O. (8) Given the product [CH:24]12[N:27]([C:7]([C:4]3[S:5][CH:6]=[C:2]([Br:1])[N:3]=3)=[O:9])[CH:20]([CH2:26][CH2:25]1)[CH2:21][O:22][CH2:23]2, predict the reactants needed to synthesize it. The reactants are: [Br:1][C:2]1[N:3]=[C:4]([C:7]([OH:9])=O)[S:5][CH:6]=1.C1C=CC2N(O)N=NC=2C=1.[CH:20]12[NH:27][CH:24]([CH2:25][CH2:26]1)[CH2:23][O:22][CH2:21]2.C(Cl)CCl.C(N(CC)CC)C.